This data is from Peptide-MHC class II binding affinity with 134,281 pairs from IEDB. The task is: Regression. Given a peptide amino acid sequence and an MHC pseudo amino acid sequence, predict their binding affinity value. This is MHC class II binding data. (1) The peptide sequence is VRNGKKLIPSWASVK. The MHC is HLA-DQA10601-DQB10402 with pseudo-sequence HLA-DQA10601-DQB10402. The binding affinity (normalized) is 0.227. (2) The binding affinity (normalized) is 0.968. The peptide sequence is YANPIAFFRKEPLKE. The MHC is HLA-DPA10201-DPB10501 with pseudo-sequence HLA-DPA10201-DPB10501. (3) The peptide sequence is RIEEVTRMAMTDTTP. The MHC is DRB1_0701 with pseudo-sequence DRB1_0701. The binding affinity (normalized) is 0.330.